This data is from Catalyst prediction with 721,799 reactions and 888 catalyst types from USPTO. The task is: Predict which catalyst facilitates the given reaction. Reactant: C([O-])([O-])=O.[Cs+].[Cs+].F[C:8]1[CH:23]=[CH:22][C:21]([F:24])=[CH:20][C:9]=1[C:10]([NH:12][C:13]1[CH:18]=[CH:17][NH:16][C:15](=[O:19])[CH:14]=1)=[O:11].[F:25][C:26]([F:36])([F:35])[O:27][C:28]1[CH:33]=[CH:32][C:31]([OH:34])=[CH:30][CH:29]=1. Product: [F:24][C:21]1[CH:22]=[CH:23][C:8]([O:34][C:31]2[CH:32]=[CH:33][C:28]([O:27][C:26]([F:25])([F:35])[F:36])=[CH:29][CH:30]=2)=[C:9]([CH:20]=1)[C:10]([NH:12][C:13]1[CH:18]=[CH:17][NH:16][C:15](=[O:19])[CH:14]=1)=[O:11]. The catalyst class is: 3.